Predict the reactants needed to synthesize the given product. From a dataset of Full USPTO retrosynthesis dataset with 1.9M reactions from patents (1976-2016). (1) Given the product [C:1]([O:5][C:6]([N:8]1[CH2:13][CH:12]=[C:11]([C:27]2[CH:28]=[CH:29][C:24]([Br:23])=[C:25]([F:31])[CH:26]=2)[CH2:10][CH2:9]1)=[O:7])([CH3:2])([CH3:3])[CH3:4], predict the reactants needed to synthesize it. The reactants are: [C:1]([O:5][C:6]([N:8]1[CH2:13][CH:12]=[C:11](B2OC(C)(C)C(C)(C)O2)[CH2:10][CH2:9]1)=[O:7])([CH3:4])([CH3:3])[CH3:2].[Br:23][C:24]1[CH:29]=[CH:28][C:27](I)=[CH:26][C:25]=1[F:31].C(=O)([O-])[O-].[K+].[K+].O1CCOCC1. (2) The reactants are: [CH2:1]([C:3]1[CH:4]=[N:5][C:6]([N:9]2[CH2:14][CH2:13][CH:12]([CH:15]([O:17][CH:18]3[CH2:21][N:20](C(OC(C)(C)C)=O)[CH2:19]3)[CH3:16])[CH2:11][CH2:10]2)=[N:7][CH:8]=1)[CH3:2].[ClH:29].C(OCC)C. Given the product [ClH:29].[NH:20]1[CH2:19][CH:18]([O:17][CH:15]([CH:12]2[CH2:13][CH2:14][N:9]([C:6]3[N:5]=[CH:4][C:3]([CH2:1][CH3:2])=[CH:8][N:7]=3)[CH2:10][CH2:11]2)[CH3:16])[CH2:21]1, predict the reactants needed to synthesize it. (3) Given the product [N+:8]([C:5]1[CH:6]=[CH:7][C:2]([O:11][C:12]2[CH:19]=[CH:18][C:15]([C:16]#[N:17])=[CH:14][C:13]=2[C:20]([F:21])([F:22])[F:23])=[N:3][CH:4]=1)([O-:10])=[O:9], predict the reactants needed to synthesize it. The reactants are: Cl[C:2]1[CH:7]=[CH:6][C:5]([N+:8]([O-:10])=[O:9])=[CH:4][N:3]=1.[OH:11][C:12]1[CH:19]=[CH:18][C:15]([C:16]#[N:17])=[CH:14][C:13]=1[C:20]([F:23])([F:22])[F:21].O.